This data is from Catalyst prediction with 721,799 reactions and 888 catalyst types from USPTO. The task is: Predict which catalyst facilitates the given reaction. (1) Product: [C:1]([O:5][C:6]([N:8]1[CH2:12][CH2:11][C@H:10]([CH:13]2[CH2:18][CH2:17][CH2:16][CH2:15][CH2:14]2)[C@@H:9]1[C:19]([OH:21])=[O:20])=[O:7])([CH3:4])([CH3:2])[CH3:3]. The catalyst class is: 663. Reactant: [C:1]([O:5][C:6]([N:8]1[CH2:12][CH2:11][C@H:10]([C:13]2[CH:18]=[CH:17][CH:16]=[CH:15][CH:14]=2)[C@@H:9]1[C:19]([OH:21])=[O:20])=[O:7])([CH3:4])([CH3:3])[CH3:2].C(O)(=O)C. (2) Reactant: FC(F)(F)C(O)=O.[CH3:8][NH:9][C@H:10]([C:14]([NH:16][C@H:17]([C:21]([N:23]([C@@H:25]([C@@H:61]([CH3:64])[CH2:62][CH3:63])[C@H:26]([O:59][CH3:60])[CH2:27][C:28]([N:30]1[CH2:34][CH2:33][CH2:32][C@H:31]1[C@H:35]([O:57][CH3:58])[C@@H:36]([CH3:56])[C:37]([NH:39][C@H:40](/[CH:48]=[CH:49]/[C:50]1[CH:55]=[CH:54][CH:53]=[CH:52][CH:51]=1)[CH2:41][C:42]1[CH:47]=[CH:46][CH:45]=[CH:44][CH:43]=1)=[O:38])=[O:29])[CH3:24])=[O:22])[CH:18]([CH3:20])[CH3:19])=[O:15])[CH:11]([CH3:13])[CH3:12].O=[CH:66][CH2:67][CH2:68][CH2:69][CH2:70][C:71]([OH:73])=[O:72].C(O)(=O)C.FC(F)(F)C(O)=O. Product: [C:71]([CH2:70][CH2:69][CH2:68][CH2:67][CH2:66][N:9]([CH3:8])[C@H:10]([C:14]([NH:16][C@H:17]([C:21]([N:23]([C@@H:25]([C@@H:61]([CH3:64])[CH2:62][CH3:63])[C@H:26]([O:59][CH3:60])[CH2:27][C:28]([N:30]1[CH2:34][CH2:33][CH2:32][C@H:31]1[C@H:35]([O:57][CH3:58])[C@@H:36]([CH3:56])[C:37]([NH:39][C@H:40](/[CH:48]=[CH:49]/[C:50]1[CH:51]=[CH:52][CH:53]=[CH:54][CH:55]=1)[CH2:41][C:42]1[CH:43]=[CH:44][CH:45]=[CH:46][CH:47]=1)=[O:38])=[O:29])[CH3:24])=[O:22])[CH:18]([CH3:19])[CH3:20])=[O:15])[CH:11]([CH3:13])[CH3:12])([OH:73])=[O:72]. The catalyst class is: 5. (3) The catalyst class is: 2. Product: [CH3:1][S:2]([O:6][CH2:7][CH2:8][CH2:9][CH:10]1[CH2:15][CH2:14][N:13]([C:16]([O:18][C:19]([CH3:22])([CH3:21])[CH3:20])=[O:17])[CH2:12][CH2:11]1)(=[O:4])=[O:3]. Reactant: [CH3:1][S:2](Cl)(=[O:4])=[O:3].[OH:6][CH2:7][CH2:8][CH2:9][CH:10]1[CH2:15][CH2:14][N:13]([C:16]([O:18][C:19]([CH3:22])([CH3:21])[CH3:20])=[O:17])[CH2:12][CH2:11]1.N1C=CC=CC=1.